From a dataset of NCI-60 drug combinations with 297,098 pairs across 59 cell lines. Regression. Given two drug SMILES strings and cell line genomic features, predict the synergy score measuring deviation from expected non-interaction effect. (1) Cell line: RPMI-8226. Drug 1: CC1=C2C(C(=O)C3(C(CC4C(C3C(C(C2(C)C)(CC1OC(=O)C(C(C5=CC=CC=C5)NC(=O)C6=CC=CC=C6)O)O)OC(=O)C7=CC=CC=C7)(CO4)OC(=O)C)O)C)OC(=O)C. Synergy scores: CSS=51.9, Synergy_ZIP=4.10, Synergy_Bliss=4.87, Synergy_Loewe=-50.4, Synergy_HSA=0.641. Drug 2: CN1C2=C(C=C(C=C2)N(CCCl)CCCl)N=C1CCCC(=O)O.Cl. (2) Drug 1: C1CN1P(=S)(N2CC2)N3CC3. Drug 2: C1=NNC2=C1C(=O)NC=N2. Cell line: RPMI-8226. Synergy scores: CSS=27.4, Synergy_ZIP=-4.10, Synergy_Bliss=-2.34, Synergy_Loewe=-5.44, Synergy_HSA=-1.96.